Dataset: Forward reaction prediction with 1.9M reactions from USPTO patents (1976-2016). Task: Predict the product of the given reaction. (1) The product is: [Cl:1][C:2]1[CH:3]=[C:4]([CH2:10][CH2:11][OH:12])[CH:5]=[C:6]([Cl:9])[C:7]=1[S:8][C:17]1[N:16]=[N:15][C:14]([Cl:13])=[C:19]([CH:20]([CH3:22])[CH3:21])[CH:18]=1. Given the reactants [Cl:1][C:2]1[CH:3]=[C:4]([CH2:10][CH2:11][OH:12])[CH:5]=[C:6]([Cl:9])[C:7]=1[SH:8].[Cl:13][C:14]1[N:15]=[N:16][C:17](Cl)=[CH:18][C:19]=1[CH:20]([CH3:22])[CH3:21].C(=O)([O-])[O-].[K+].[K+].Cl, predict the reaction product. (2) Given the reactants [Br:1][C:2]1[CH:7]=[CH:6][C:5]([C:8](=[O:13])[CH2:9][CH2:10][CH2:11][CH3:12])=[CH:4][CH:3]=1.[CH2:14](O)[CH2:15][OH:16], predict the reaction product. The product is: [Br:1][C:2]1[CH:3]=[CH:4][C:5]([C:8]2([CH2:9][CH2:10][CH2:11][CH3:12])[O:16][CH2:15][CH2:14][O:13]2)=[CH:6][CH:7]=1. (3) The product is: [NH2:25][CH:1]([C:4]1[CH:5]=[C:6]([S:10]([NH:13][C:14]([CH3:17])([CH3:16])[CH3:15])(=[O:12])=[O:11])[CH:7]=[CH:8][CH:9]=1)[CH3:2]. Given the reactants [C:1]([C:4]1[CH:5]=[C:6]([S:10]([NH:13][C:14]([CH3:17])([CH3:16])[CH3:15])(=[O:12])=[O:11])[CH:7]=[CH:8][CH:9]=1)(=O)[CH3:2].C([O-])(=O)C.[NH4+].[BH3-]C#[N:25].[Na+].Cl, predict the reaction product.